This data is from Full USPTO retrosynthesis dataset with 1.9M reactions from patents (1976-2016). The task is: Predict the reactants needed to synthesize the given product. (1) Given the product [F:22][CH:2]([F:1])[O:3][C:4]1[CH:5]=[CH:6][C:7]([CH2:8][N:9]2[C:24](=[O:25])[C:23]([OH:27])=[C:13]([C:14]3[CH:19]=[CH:18][CH:17]=[CH:16][CH:15]=3)[S:10]2(=[O:12])=[O:11])=[CH:20][CH:21]=1, predict the reactants needed to synthesize it. The reactants are: [F:1][CH:2]([F:22])[O:3][C:4]1[CH:21]=[CH:20][C:7]([CH2:8][NH:9][S:10]([CH2:13][C:14]2[CH:19]=[CH:18][CH:17]=[CH:16][CH:15]=2)(=[O:12])=[O:11])=[CH:6][CH:5]=1.[C:23](OCC)(=[O:27])[C:24]([O-])=[O:25].CC(C)([O-])C.[K+].Cl. (2) Given the product [CH2:6]([O:8][C:9]1[C:10]([F:21])=[C:11]2[C:17]([NH2:18])=[CH:16][NH:15][C:12]2=[N:13][CH:14]=1)[CH3:7], predict the reactants needed to synthesize it. The reactants are: [Sn](Cl)(Cl)(Cl)Cl.[CH2:6]([O:8][C:9]1[C:10]([F:21])=[C:11]2[C:17]([N+:18]([O-])=O)=[CH:16][NH:15][C:12]2=[N:13][CH:14]=1)[CH3:7].[OH-].[Na+].